This data is from Full USPTO retrosynthesis dataset with 1.9M reactions from patents (1976-2016). The task is: Predict the reactants needed to synthesize the given product. Given the product [CH3:11][O:10][C:4]1[CH:5]=[C:6]([O:8][CH3:9])[N:7]=[C:2]([N:18]2[CH2:23][CH2:22][NH:21][CH2:20][CH2:19]2)[N:3]=1, predict the reactants needed to synthesize it. The reactants are: Cl[C:2]1[N:7]=[C:6]([O:8][CH3:9])[CH:5]=[C:4]([O:10][CH3:11])[N:3]=1.C(=O)([O-])[O-].[K+].[K+].[NH:18]1[CH2:23][CH2:22][NH:21][CH2:20][CH2:19]1.